This data is from Forward reaction prediction with 1.9M reactions from USPTO patents (1976-2016). The task is: Predict the product of the given reaction. (1) Given the reactants [Br-].[C:2]([CH2:5][CH2:6][P+](C1C=CC=CC=1)(C1C=CC=CC=1)C1C=CC=CC=1)([OH:4])=[O:3].C[Si]([N-][Si](C)(C)C)(C)C.[Na+].[CH3:36][O:37][C:38]1[CH:39]=[C:40]([CH:43]=[C:44]([O:46][CH3:47])[CH:45]=1)[CH:41]=O, predict the reaction product. The product is: [CH3:36][O:37][C:38]1[CH:39]=[C:40]([CH:41]=[CH:6][CH2:5][C:2]([OH:4])=[O:3])[CH:43]=[C:44]([O:46][CH3:47])[CH:45]=1. (2) The product is: [F:23][C:22]([F:21])([F:24])[S:25]([C:28]1[CH:29]=[C:30]([NH:34][C:14]([CH2:13][C:8]2[CH:9]=[CH:10][CH:11]=[CH:12][C:7]=2[CH2:17][C:18]([OH:20])=[O:19])=[O:16])[CH:31]=[CH:32][CH:33]=1)(=[O:26])=[O:27]. Given the reactants C(Cl)(=O)C(Cl)=O.[C:7]1([CH2:17][C:18]([OH:20])=[O:19])[CH:12]=[CH:11][CH:10]=[CH:9][C:8]=1[CH2:13][C:14]([OH:16])=O.[F:21][C:22]([S:25]([C:28]1[CH:33]=[CH:32][CH:31]=[C:30]([NH2:34])[CH:29]=1)(=[O:27])=[O:26])([F:24])[F:23], predict the reaction product. (3) Given the reactants Cl.[S:2]([N:12]1[C:16]2=[N:17][CH:18]=[C:19]([CH2:21][NH2:22])[N:20]=[C:15]2[CH:14]=[CH:13]1)([C:5]1[CH:11]=[CH:10][C:8]([CH3:9])=[CH:7][CH:6]=1)(=[O:4])=[O:3].CCN(C(C)C)C(C)C.[C:32]([N:39]1[CH2:44][CH2:43][CH2:42][C@@H:41]([C:45](O)=[O:46])[CH2:40]1)([O:34][C:35]([CH3:38])([CH3:37])[CH3:36])=[O:33].CN(C(ON1N=NC2C=CC=NC1=2)=[N+](C)C)C.F[P-](F)(F)(F)(F)F, predict the reaction product. The product is: [S:2]([N:12]1[C:16]2=[N:17][CH:18]=[C:19]([CH2:21][NH:22][C:45]([C@@H:41]3[CH2:42][CH2:43][CH2:44][N:39]([C:32]([O:34][C:35]([CH3:38])([CH3:37])[CH3:36])=[O:33])[CH2:40]3)=[O:46])[N:20]=[C:15]2[CH:14]=[CH:13]1)([C:5]1[CH:6]=[CH:7][C:8]([CH3:9])=[CH:10][CH:11]=1)(=[O:3])=[O:4]. (4) The product is: [Br:1][C:2]1[C:7]([CH3:8])=[CH:6][CH:5]=[C:4]2[C:3]=1[CH:12]=[CH:13][NH:14]2. Given the reactants [Br:1][C:2]1[C:7]([CH3:8])=[CH:6][CH:5]=[C:4]([N+]([O-])=O)[C:3]=1[CH:12]=[CH:13][N:14](C)C, predict the reaction product.